Dataset: Forward reaction prediction with 1.9M reactions from USPTO patents (1976-2016). Task: Predict the product of the given reaction. (1) Given the reactants [NH2:1][C:2]1[CH:6]=[CH:5][S:4][C:3]=1[C:7]([O:9][CH3:10])=[O:8].[F:11][C:12]([F:24])([F:23])[C:13]1[CH:18]=[CH:17][C:16]([S:19](Cl)(=[O:21])=[O:20])=[CH:15][CH:14]=1.N1C=CC=CC=1, predict the reaction product. The product is: [F:24][C:12]([F:11])([F:23])[C:13]1[CH:14]=[CH:15][C:16]([S:19]([NH:1][C:2]2[CH:6]=[CH:5][S:4][C:3]=2[C:7]([O:9][CH3:10])=[O:8])(=[O:21])=[O:20])=[CH:17][CH:18]=1. (2) Given the reactants F[C:2]1[CH:9]=[CH:8][C:7]([B:10]2[O:14][C:13]([CH3:16])([CH3:15])[C:12]([CH3:18])([CH3:17])[O:11]2)=[CH:6][C:3]=1[C:4]#[N:5].C(=O)([O-])[O-].[K+].[K+].Cl.[CH3:26][O:27][CH:28]1[CH2:31][NH:30][CH2:29]1, predict the reaction product. The product is: [CH3:26][O:27][CH:28]1[CH2:31][N:30]([C:2]2[CH:9]=[CH:8][C:7]([B:10]3[O:14][C:13]([CH3:16])([CH3:15])[C:12]([CH3:18])([CH3:17])[O:11]3)=[CH:6][C:3]=2[C:4]#[N:5])[CH2:29]1. (3) Given the reactants [Br:1][C:2]1[CH:3]=[C:4]([CH2:9][OH:10])[CH:5]=[C:6](I)[CH:7]=1.[Na+].[CH3:12][S:13]([O-:15])=[O:14].N#N.CN(C)CCN, predict the reaction product. The product is: [Br:1][C:2]1[CH:3]=[C:4]([CH2:9][OH:10])[CH:5]=[C:6]([S:13]([CH3:12])(=[O:15])=[O:14])[CH:7]=1. (4) The product is: [C:1]([O:4][C@H:5]1[CH2:9][C@H:8]([N:10]2[C:14]3[N:15]=[CH:16][N:17]=[C:18]([NH:19][C@@H:20]4[C:28]5[C:23](=[CH:24][CH:25]=[CH:26][CH:27]=5)[CH2:22][CH2:21]4)[C:13]=3[CH:12]=[CH:11]2)[CH2:7][C@H:6]1[CH2:29][O:30][S:32]([NH2:35])(=[O:34])=[O:33])(=[O:3])[CH3:2]. Given the reactants [C:1]([O:4][C@H:5]1[CH2:9][C@H:8]([N:10]2[C:14]3[N:15]=[CH:16][N:17]=[C:18]([NH:19][C@@H:20]4[C:28]5[C:23](=[CH:24][CH:25]=[CH:26][CH:27]=5)[CH2:22][CH2:21]4)[C:13]=3[CH:12]=[CH:11]2)[CH2:7][C@H:6]1[CH2:29][OH:30])(=[O:3])[CH3:2].Cl[S:32]([NH2:35])(=[O:34])=[O:33], predict the reaction product. (5) Given the reactants Br[C:2]1[CH:3]=[CH:4][C:5]2[S:9][C:8]([CH2:10][CH2:11][CH2:12][Br:13])=[C:7](C)[C:6]=2[CH:15]=1.[F:16][C:17]([F:32])([F:31])C1C=CC2C=C(CCCO)SC=2C=1, predict the reaction product. The product is: [Br:13][CH2:12][CH2:11][CH2:10][C:8]1[S:9][C:5]2[CH:4]=[C:3]([C:17]([F:32])([F:31])[F:16])[CH:2]=[CH:15][C:6]=2[CH:7]=1. (6) Given the reactants [C:1]([NH:4][C:5]([CH2:16][C:17]([C:19]1[CH:24]=[CH:23][C:22]([O:25][C:26]2[CH:31]=[CH:30][C:29]([C:32]3[N:33]=[C:34]([CH3:37])[O:35][CH:36]=3)=[CH:28][CH:27]=2)=[CH:21][CH:20]=1)=[O:18])([C:11](OCC)=[O:12])[C:6](OCC)=[O:7])(=[O:3])[CH3:2].OP([O-])([O-])=O.[K+].[K+].[BH4-].[Na+].[OH-].[Na+], predict the reaction product. The product is: [OH:12][CH2:11][C:5]([NH:4][C:1](=[O:3])[CH3:2])([CH2:6][OH:7])[CH2:16][CH:17]([OH:18])[C:19]1[CH:24]=[CH:23][C:22]([O:25][C:26]2[CH:31]=[CH:30][C:29]([C:32]3[N:33]=[C:34]([CH3:37])[O:35][CH:36]=3)=[CH:28][CH:27]=2)=[CH:21][CH:20]=1.